Dataset: Full USPTO retrosynthesis dataset with 1.9M reactions from patents (1976-2016). Task: Predict the reactants needed to synthesize the given product. (1) Given the product [NH2:25][C:20]1[CH:21]=[CH:22][CH:23]=[CH:24][C:19]=1[NH:18][C:16](=[O:17])/[CH:15]=[CH:14]/[C:12]1[CH:11]=[N:10][N:9]([CH2:8][CH2:7][O:6][C:5]2[CH:33]=[C:34]([F:36])[CH:35]=[C:3]([Cl:2])[CH:4]=2)[CH:13]=1, predict the reactants needed to synthesize it. The reactants are: Cl.[Cl:2][C:3]1[CH:4]=[C:5]([CH:33]=[C:34]([F:36])[CH:35]=1)[O:6][CH2:7][CH2:8][N:9]1[CH:13]=[C:12](/[CH:14]=[CH:15]/[C:16]([NH:18][C:19]2[CH:24]=[CH:23][CH:22]=[CH:21][C:20]=2[NH:25]C(=O)OC(C)(C)C)=[O:17])[CH:11]=[N:10]1. (2) Given the product [CH3:1][O:2][C:3](=[O:16])[C:4]1[CH:9]=[C:8]([C:24]2[N:20]([CH:17]([CH3:19])[CH3:18])[N:21]=[CH:22][CH:23]=2)[C:7]([C:11]([F:14])([F:13])[F:12])=[CH:6][C:5]=1[NH2:15], predict the reactants needed to synthesize it. The reactants are: [CH3:1][O:2][C:3](=[O:16])[C:4]1[CH:9]=[C:8](I)[C:7]([C:11]([F:14])([F:13])[F:12])=[CH:6][C:5]=1[NH2:15].[CH:17]([N:20]1[C:24]([Sn](CCCC)(CCCC)CCCC)=[CH:23][CH:22]=[N:21]1)([CH3:19])[CH3:18]. (3) Given the product [F:53][C:54]([F:59])([F:58])[C:55]([OH:57])=[O:56].[CH3:16][C@@H:13]([CH2:14][CH3:15])[C@H:5]([N:4]1[CH2:3][CH2:2][N:1]([CH2:27][C:20]2[C:21]3[C:26](=[CH:25][CH:24]=[CH:23][CH:22]=3)[N:17]=[CH:18][CH:19]=2)[C:31]1=[O:32])[C:6]([OH:8])=[O:7], predict the reactants needed to synthesize it. The reactants are: [NH2:1][CH2:2][CH2:3][NH:4][C@@H:5]([C@@H:13]([CH3:16])[CH2:14][CH3:15])[C:6]([O:8]C(C)(C)C)=[O:7].[N:17]1[C:26]2[C:21](=[CH:22][CH:23]=[CH:24][CH:25]=2)[C:20]([CH:27]=O)=[CH:19][CH:18]=1.[BH4-].[Na+].[C:31](=O)(OC1C=CC([N+]([O-])=O)=CC=1)[O:32]C1C=CC([N+]([O-])=O)=CC=1.[F:53][C:54]([F:59])([F:58])[C:55]([OH:57])=[O:56]. (4) Given the product [CH3:6][O:7][C:8](=[O:16])[C:9]1[CH:14]=[CH:13][CH:12]=[C:11]([O:15][C:24]2[CH:29]=[CH:28][C:27]([C:30]([F:33])([F:32])[F:31])=[CH:26][N:25]=2)[CH:10]=1, predict the reactants needed to synthesize it. The reactants are: CN(C)C=O.[CH3:6][O:7][C:8](=[O:16])[C:9]1[CH:14]=[CH:13][CH:12]=[C:11]([OH:15])[CH:10]=1.CC(C)([O-])C.[K+].Br[C:24]1[CH:29]=[CH:28][C:27]([C:30]([F:33])([F:32])[F:31])=[CH:26][N:25]=1. (5) Given the product [NH2:24][C:23]1[CH:22]=[CH:21][C:20]([CH3:19])=[C:26]([C:2]2[N:7]=[C:6]([N:8]3[CH2:13][CH2:12][O:11][CH2:10][CH2:9]3)[N:5]=[C:4]([NH:14][CH2:15][C@H:16]([OH:18])[CH3:17])[CH:3]=2)[CH:25]=1, predict the reactants needed to synthesize it. The reactants are: Cl[C:2]1[N:7]=[C:6]([N:8]2[CH2:13][CH2:12][O:11][CH2:10][CH2:9]2)[N:5]=[C:4]([NH:14][CH2:15][C@H:16]([OH:18])[CH3:17])[CH:3]=1.[CH3:19][C:20]1[CH:26]=[CH:25][C:23]([NH2:24])=[CH:22][C:21]=1B1OC(C)(C)C(C)(C)O1. (6) Given the product [CH3:1][O:2][C:3](=[O:26])[C:4]1[CH:5]=[CH:6][C:7]([O:10][CH2:11][CH2:12][NH:13][C:14]([C:16]2[O:17][C:18]3[CH:25]=[CH:24][CH:23]=[CH:22][C:19]=3[C:20]=2[CH2:21][Br:39])=[O:15])=[CH:8][CH:9]=1, predict the reactants needed to synthesize it. The reactants are: [CH3:1][O:2][C:3](=[O:26])[C:4]1[CH:9]=[CH:8][C:7]([O:10][CH2:11][CH2:12][NH:13][C:14]([C:16]2[O:17][C:18]3[CH:25]=[CH:24][CH:23]=[CH:22][C:19]=3[C:20]=2[CH3:21])=[O:15])=[CH:6][CH:5]=1.N(C(C)(C)C#N)=NC(C)(C)C#N.[Br:39]N1C(=O)CCC1=O.